Task: Predict the reactants needed to synthesize the given product.. Dataset: Full USPTO retrosynthesis dataset with 1.9M reactions from patents (1976-2016) (1) Given the product [CH2:15]([O:28][C:26]([NH:22][C:19]1[CH:18]=[CH:17][C:16]([CH2:15][N:11]2[C:12]([CH2:13][CH3:14])=[C:8]([CH2:7][C:6]([OH:5])=[O:25])[C:9]([CH2:23][CH3:24])=[N:10]2)=[CH:21][CH:20]=1)=[O:29])[C:16]1[CH:21]=[CH:20][CH:19]=[CH:18][CH:17]=1, predict the reactants needed to synthesize it. The reactants are: C([O:5][C:6](=[O:25])[CH2:7][C:8]1[C:9]([CH2:23][CH3:24])=[N:10][N:11]([CH2:15][C:16]2[CH:21]=[CH:20][C:19]([NH2:22])=[CH:18][CH:17]=2)[C:12]=1[CH2:13][CH3:14])(C)(C)C.[C:26](=[O:29])([O-:28])N. (2) Given the product [CH3:31][N:15]([C:12]1[CH:11]=[CH:10][C:9]([CH2:8][N:6]2[CH2:5][CH2:4][NH:3][C@@H:2]([CH3:1])[CH2:7]2)=[CH:14][CH:13]=1)[C:16]([C:18]1[N:23]=[CH:22][C:21]([C:24]2[CH:29]=[CH:28][N:27]=[C:26]([CH3:30])[CH:25]=2)=[CH:20][CH:19]=1)=[O:17], predict the reactants needed to synthesize it. The reactants are: [CH3:1][C@H:2]1[CH2:7][N:6]([CH2:8][C:9]2[CH:14]=[CH:13][C:12]([N:15]([CH3:31])[C:16]([C:18]3[N:23]=[CH:22][C:21]([C:24]4[CH:29]=[CH:28][N:27]=[C:26]([CH3:30])[CH:25]=4)=[CH:20][CH:19]=3)=[O:17])=[CH:11][CH:10]=2)[CH2:5][CH2:4][N:3]1C(OC(C)(C)C)=O.FC1C=C(C2N=CC(C(N(C)C3C=CC(CN4CCN[C@@H](C)C4)=CC=3)=O)=CC=2)C=CC=1. (3) Given the product [N+:12]([C:9]1[CH:10]=[C:11]2[C:6](=[CH:7][CH:8]=1)[N:5]=[CH:4][N:3]=[C:2]2[NH:27][C:21]1[CH:20]=[C:19]([C:15]([CH3:18])([CH3:16])[CH3:17])[Se:23][C:22]=1[C:24]([NH2:26])=[O:25])([O-:14])=[O:13], predict the reactants needed to synthesize it. The reactants are: Cl[C:2]1[C:11]2[C:6](=[CH:7][CH:8]=[C:9]([N+:12]([O-:14])=[O:13])[CH:10]=2)[N:5]=[CH:4][N:3]=1.[C:15]([C:19]1[Se:23][C:22]([C:24]([NH2:26])=[O:25])=[C:21]([NH2:27])[CH:20]=1)([CH3:18])([CH3:17])[CH3:16]. (4) The reactants are: [NH2:1][C:2]1[N:7]=[C:6]([O:8]C)[N:5]([CH2:10][CH2:11][CH2:12][CH2:13][C:14]([O:16][CH2:17][CH3:18])=[O:15])[C:4](=[O:19])[CH:3]=1.Cl.[CH2:21]([C:23]1[CH:24]=[C:25]([CH:27]=[CH:28][C:29]=1[CH3:30])N)[CH3:22]. Given the product [CH2:17]([O:16][C:14]([CH2:13][CH2:12][CH2:11][CH2:10][N:5]1[C:4](=[O:19])[CH:3]=[C:2]([NH:1][C:25]2[CH:27]=[CH:28][C:29]([CH3:30])=[C:23]([CH2:21][CH3:22])[CH:24]=2)[NH:7][C:6]1=[O:8])=[O:15])[CH3:18], predict the reactants needed to synthesize it. (5) Given the product [CH:1]1([N:5]([CH3:49])[CH:6]([CH3:46])[CH2:7][CH2:8][N:9]([C@@H:24]([C:26]2[N:27]([C:37]3[CH:38]=[CH:39][C:40]([O:43][CH2:44][CH3:45])=[CH:41][CH:42]=3)[C:28](=[O:36])[C:29]3[CH:35]=[CH:34][CH:33]=[N:32][C:30]=3[N:31]=2)[CH3:25])[C:10](=[O:23])[CH2:11][C:12]2[CH:17]=[CH:16][C:15]([F:18])=[C:14]([C:19]([F:21])([F:20])[F:22])[CH:13]=2)[CH2:2][CH2:3][CH2:4]1, predict the reactants needed to synthesize it. The reactants are: [CH:1]1([NH:5][CH:6]([CH3:46])[CH2:7][CH2:8][N:9]([C@@H:24]([C:26]2[N:27]([C:37]3[CH:42]=[CH:41][C:40]([O:43][CH2:44][CH3:45])=[CH:39][CH:38]=3)[C:28](=[O:36])[C:29]3[CH:35]=[CH:34][CH:33]=[N:32][C:30]=3[N:31]=2)[CH3:25])[C:10](=[O:23])[CH2:11][C:12]2[CH:17]=[CH:16][C:15]([F:18])=[C:14]([C:19]([F:22])([F:21])[F:20])[CH:13]=2)[CH2:4][CH2:3][CH2:2]1.C=O.[C:49](O[BH-](OC(=O)C)OC(=O)C)(=O)C.[Na+]. (6) Given the product [C:17]([C:16]1[C:15]2[CH:23]=[CH:24][CH:25]=[CH:26][C:14]=2[O:13][C:12]=1[C:7]1[CH:8]=[C:9]2[C:4](=[CH:5][CH:6]=1)[CH:3]=[C:2]([O:1][CH:28]([CH2:34][C:35]1[CH:36]=[CH:37][CH:38]=[CH:39][CH:40]=1)[C:29]([O:31][CH2:32][CH3:33])=[O:30])[CH:11]=[CH:10]2)(=[O:22])[CH2:18][CH2:19][CH2:20][CH3:21], predict the reactants needed to synthesize it. The reactants are: [OH:1][C:2]1[CH:3]=[C:4]2[C:9](=[CH:10][CH:11]=1)[CH:8]=[C:7]([C:12]1[O:13][C:14]3[CH:26]=[CH:25][CH:24]=[CH:23][C:15]=3[C:16]=1[C:17](=[O:22])[CH2:18][CH2:19][CH2:20][CH3:21])[CH:6]=[CH:5]2.O[CH:28]([CH2:34][C:35]1[CH:40]=[CH:39][CH:38]=[CH:37][CH:36]=1)[C:29]([O:31][CH2:32][CH3:33])=[O:30].C1(P(C2C=CC=CC=2)C2C=CC=CC=2)C=CC=CC=1.N(C(OC(C)C)=O)=NC(OC(C)C)=O. (7) Given the product [O:1]=[C:2]1[CH:6]=[CH:5][C:4](=[O:7])[N:3]1[CH2:8][CH2:9][CH2:10][CH2:11][CH2:12][C:13]([N:15]([CH2:17][CH2:18][N:19]([CH3:38])[C:20](=[O:37])[O:21][C:22]1[C:23]2[CH:36]=[CH:35][CH:34]=[CH:33][C:24]=2[C:25]2[C@H:26]([CH2:31][Cl:32])[CH2:27][N:28]([C:71](=[O:72])[CH2:70][CH2:69][CH2:68][C:67]([N:43]3[C:44]4[CH:45]=[C:46]([O:54][P:55]([O:57][C:58]([CH3:59])([CH3:60])[CH3:61])([O:62][C:63]([CH3:66])([CH3:65])[CH3:64])=[O:56])[C:47]5[CH:53]=[CH:52][CH:51]=[CH:50][C:48]=5[C:49]=4[C@H:41]([CH2:40][Cl:39])[CH2:42]3)=[O:74])[C:29]=2[CH:30]=1)[CH3:16])=[O:14], predict the reactants needed to synthesize it. The reactants are: [O:1]=[C:2]1[CH:6]=[CH:5][C:4](=[O:7])[N:3]1[CH2:8][CH2:9][CH2:10][CH2:11][CH2:12][C:13]([N:15]([CH2:17][CH2:18][N:19]([CH3:38])[C:20](=[O:37])[O:21][C:22]1[C:23]2[CH:36]=[CH:35][CH:34]=[CH:33][C:24]=2[C:25]2[C@H:26]([CH2:31][Cl:32])[CH2:27][NH:28][C:29]=2[CH:30]=1)[CH3:16])=[O:14].[Cl:39][CH2:40][C@H:41]1[C:49]2[C:48]3[CH:50]=[CH:51][CH:52]=[CH:53][C:47]=3[C:46]([O:54][P:55]([O:62][C:63]([CH3:66])([CH3:65])[CH3:64])([O:57][C:58]([CH3:61])([CH3:60])[CH3:59])=[O:56])=[CH:45][C:44]=2[N:43]([C:67](=[O:74])[CH2:68][CH2:69][CH2:70][C:71](O)=[O:72])[CH2:42]1.CCN=C=NCCCN(C)C.Cl.C1(C)C=CC(S(O)(=O)=O)=CC=1.C([O-])(O)=O.[Na+].